From a dataset of Full USPTO retrosynthesis dataset with 1.9M reactions from patents (1976-2016). Predict the reactants needed to synthesize the given product. Given the product [N:14]([CH2:2][CH2:3][CH2:4][CH2:5][CH2:6][CH2:7][CH2:8][CH2:9][CH2:10][C:11]([OH:13])=[O:12])=[N+:15]=[N-:16], predict the reactants needed to synthesize it. The reactants are: Br[CH2:2][CH2:3][CH2:4][CH2:5][CH2:6][CH2:7][CH2:8][CH2:9][CH2:10][C:11]([OH:13])=[O:12].[N-:14]=[N+:15]=[N-:16].[Na+].